From a dataset of Reaction yield outcomes from USPTO patents with 853,638 reactions. Predict the reaction yield, written as a fraction of the theoretical maximum amount of product (1.0 means a 100% yield; for example, 0.34 means a 34% yield). (1) The reactants are [CH3:1][O:2][C:3](=[O:37])[CH:4]([C:9]1[CH:10]=[C:11]([C:23]2[CH:28]=[C:27]([C:29]([F:32])([F:31])[F:30])[CH:26]=[C:25]([C:33]([F:36])([F:35])[F:34])[CH:24]=2)[CH:12]=[C:13](OS(C(F)(F)F)(=O)=O)[CH:14]=1)[CH2:5][CH:6]([CH3:8])[CH3:7].[F:38][C:39]1[CH:40]=[C:41](B(O)O)[CH:42]=[CH:43][C:44]=1[Cl:45]. No catalyst specified. The product is [CH3:1][O:2][C:3](=[O:37])[CH:4]([C:9]1[CH:10]=[C:11]([C:23]2[CH:28]=[C:27]([C:29]([F:31])([F:30])[F:32])[CH:26]=[C:25]([C:33]([F:34])([F:35])[F:36])[CH:24]=2)[CH:12]=[C:13]([C:41]2[CH:42]=[CH:43][C:44]([Cl:45])=[C:39]([F:38])[CH:40]=2)[CH:14]=1)[CH2:5][CH:6]([CH3:8])[CH3:7]. The yield is 0.650. (2) The reactants are [CH3:1][C:2]1[CH:3]=[C:4]2[C:9](=[CH:10][CH:11]=1)[NH:8][C:7](=[O:12])[C:6]([C:13]#[N:14])=[C:5]2[N:15]1[CH2:20][CH2:19][N:18]([C:21]([C:23]2[S:24][CH:25]=[CH:26][CH:27]=2)=[O:22])[CH2:17][CH2:16]1.Cl.Cl[CH2:30][CH2:31][N:32]1[CH2:36][CH2:35][CH2:34][CH2:33]1.C(=O)([O-])[O-].[K+].[K+]. The catalyst is CN(C=O)C. The product is [CH3:1][C:2]1[CH:3]=[C:4]2[C:9](=[CH:10][CH:11]=1)[N:8]([CH2:30][CH2:31][N:32]1[CH2:36][CH2:35][CH2:34][CH2:33]1)[C:7](=[O:12])[C:6]([C:13]#[N:14])=[C:5]2[N:15]1[CH2:16][CH2:17][N:18]([C:21]([C:23]2[S:24][CH:25]=[CH:26][CH:27]=2)=[O:22])[CH2:19][CH2:20]1. The yield is 0.190. (3) The reactants are [C:1]([O:5][C:6]([N:8]1[CH2:13][CH2:12][CH:11]([O:14][C:15]2[CH:24]=[C:23]([O:25][CH2:26][CH2:27][F:28])[CH:22]=[CH:21][C:16]=2[C:17]([O:19]C)=[O:18])[CH2:10][CH2:9]1)=[O:7])([CH3:4])([CH3:3])[CH3:2].O[Li].O.O. The catalyst is C1COCC1. The product is [C:1]([O:5][C:6]([N:8]1[CH2:13][CH2:12][CH:11]([O:14][C:15]2[CH:24]=[C:23]([O:25][CH2:26][CH2:27][F:28])[CH:22]=[CH:21][C:16]=2[C:17]([OH:19])=[O:18])[CH2:10][CH2:9]1)=[O:7])([CH3:4])([CH3:3])[CH3:2]. The yield is 0.400. (4) The reactants are [CH:1]1[CH:2]=[CH:3][C:4]([NH:11][C:12]2[C:13]([Cl:19])=[CH:14][CH:15]=[CH:16][C:17]=2[Cl:18])=[C:5]([CH2:7][C:8]([OH:10])=[O:9])[CH:6]=1.OC1C2N=NNC=2C=CC=1.C1CCC(N=C=NC2CCCCC2)CC1.O[C:46]1[CH:54]=[CH:53][C:49]([C:50]([NH2:52])=[O:51])=[CH:48][CH:47]=1. The catalyst is CN(C)C=O.C(Cl)(Cl)Cl. The product is [Cl:19][C:13]1[CH:14]=[CH:15][CH:16]=[C:17]([Cl:18])[C:12]=1[NH:11][C:4]1[CH:3]=[CH:2][CH:1]=[CH:6][C:5]=1[CH2:7][C:8]([O:10][C:46]1[CH:54]=[CH:53][C:49]([C:50](=[O:51])[NH2:52])=[CH:48][CH:47]=1)=[O:9]. The yield is 0.170. (5) The reactants are [Br:1]Br.[CH2:3]([C@@H:5]1[CH2:10][CH2:9][C@H:8]([O:11][C:12]2[CH:21]=[C:20]3[C:15]([CH:16]=[C:17]([CH3:22])[N:18]=[CH:19]3)=[CH:14][CH:13]=2)[CH2:7][CH2:6]1)[CH3:4]. The catalyst is CC(O)=O.O. The product is [Br:1][C:21]1[C:12]([O:11][C@H:8]2[CH2:7][CH2:6][C@@H:5]([CH2:3][CH3:4])[CH2:10][CH2:9]2)=[CH:13][CH:14]=[C:15]2[C:20]=1[CH:19]=[N:18][C:17]([CH3:22])=[CH:16]2. The yield is 0.850. (6) The reactants are C[C:2]1[N:3]=[CH:4][C:5]([C:8](O)=O)=[N:6][CH:7]=1.C([N:14]([CH:17](C)C)CC)(C)C.C1(P(N=[N+]=[N-])(C2C=CC=CC=2)=[O:27])C=CC=CC=1.[CH2:37]([N:44]([CH2:46][C:47]1[CH:52]=[CH:51][C:50]([NH2:53])=[C:49]([O:54][CH3:55])[CH:48]=1)[CH3:45])[C:38]1[CH:43]=[CH:42][CH:41]=[CH:40][CH:39]=1. The catalyst is C1(C)C=CC=CC=1.CCOC(C)=O. The product is [CH2:37]([N:44]([CH2:46][C:47]1[CH:52]=[CH:51][C:50]([NH:53][C:17]([NH:14][C:2]2[CH:7]=[N:6][C:5]([CH3:8])=[CH:4][N:3]=2)=[O:27])=[C:49]([O:54][CH3:55])[CH:48]=1)[CH3:45])[C:38]1[CH:43]=[CH:42][CH:41]=[CH:40][CH:39]=1. The yield is 0.400.